This data is from Full USPTO retrosynthesis dataset with 1.9M reactions from patents (1976-2016). The task is: Predict the reactants needed to synthesize the given product. (1) Given the product [CH:22]1([C:28]2[CH:43]=[CH:42][C:31]([CH2:32][O:33][C:34]3[CH:41]=[CH:40][CH:39]=[CH:38][C:35]=3/[CH:36]=[CH:9]/[C:10](=[O:19])[CH2:11][CH2:12][CH2:13][CH2:14][C:15]([O:17][CH3:18])=[O:16])=[CH:30][CH:29]=2)[CH2:23][CH2:24][CH2:25][CH2:26][CH2:27]1, predict the reactants needed to synthesize it. The reactants are: C(OP([CH2:9][C:10](=[O:19])[CH2:11][CH2:12][CH2:13][CH2:14][C:15]([O:17][CH3:18])=[O:16])(OCC)=O)C.[H-].[Na+].[CH:22]1([C:28]2[CH:43]=[CH:42][C:31]([CH2:32][O:33][C:34]3[CH:41]=[CH:40][CH:39]=[CH:38][C:35]=3[CH:36]=O)=[CH:30][CH:29]=2)[CH2:27][CH2:26][CH2:25][CH2:24][CH2:23]1.C(=O)C1C(=CC=CC=1)O.C1(C2C=CC(CCl)=CC=2)CCCCC1. (2) Given the product [OH:20][C:17]([CH3:19])([CH3:18])[CH:15]([NH:14][C:12]([C:9]1[N:8]=[C:7]2[C:2]([C:26]3[N:22]([CH3:21])[N:23]=[CH:24][CH:25]=3)=[CH:3][N:4]=[CH:5][C:6]2=[N:11][CH:10]=1)=[O:13])[CH3:16], predict the reactants needed to synthesize it. The reactants are: Br[C:2]1[C:7]2=[N:8][C:9]([C:12]([NH:14][CH:15]([C:17]([OH:20])([CH3:19])[CH3:18])[CH3:16])=[O:13])=[CH:10][N:11]=[C:6]2[CH:5]=[N:4][CH:3]=1.[CH3:21][N:22]1[C:26](B2OC(C)(C)C(C)(C)O2)=[CH:25][CH:24]=[N:23]1.C(=O)([O-])[O-].[Cs+].[Cs+].O1CCOCC1.